Task: Predict the product of the given reaction.. Dataset: Forward reaction prediction with 1.9M reactions from USPTO patents (1976-2016) (1) The product is: [CH2:1]([O:3][C:4](=[O:21])[CH:5]([C:15]1[CH:20]=[CH:19][N:18]=[CH:17][CH:16]=1)[CH2:6][C:7]1[C:8]([NH:22][C:23]2[CH:28]=[CH:27][CH:26]=[CH:25][CH:24]=2)=[N:9][C:10]([NH:22][C:23]2[CH:28]=[CH:27][CH:26]=[CH:25][CH:24]=2)=[N:11][CH:12]=1)[CH3:2]. Given the reactants [CH2:1]([O:3][C:4](=[O:21])[CH:5]([C:15]1[CH:20]=[CH:19][N:18]=[CH:17][CH:16]=1)[CH2:6][C:7]1[C:8](Cl)=[N:9][C:10](Cl)=[N:11][CH:12]=1)[CH3:2].[NH2:22][C:23]1[CH:28]=[CH:27][CH:26]=[CH:25][CH:24]=1, predict the reaction product. (2) Given the reactants [CH2:1]=[O:2].[OH-].[Na+].[C:5](=[O:8])([OH:7])[NH2:6].[C:9](=[O:12])([OH:11])[NH2:10].[C:13](=[O:16])([OH:15])[NH2:14].[OH:17][CH2:18][C:19]([CH2:24][OH:25])([CH2:22][OH:23])[CH2:20][CH3:21], predict the reaction product. The product is: [C:5](=[O:7])([OH:8])[NH2:6].[C:9](=[O:11])([OH:12])[NH2:10].[C:13](=[O:15])([OH:16])[NH2:14].[OH:17][CH2:18][C:19]([CH2:24][OH:25])([CH2:22][OH:23])[CH2:20][CH3:21].[CH2:1]=[O:2]. (3) Given the reactants CO[C:3]1[CH:8]=[C:7]([O:9][CH3:10])[CH:6]=[CH:5][C:4]=1[C:11]1[CH:16]=[CH:15][C:14]([C:17]([O:19]C)=[O:18])=[CH:13][C:12]=1[CH3:21].[OH-].[Na+].C[CH2:25][OH:26], predict the reaction product. The product is: [CH3:25][O:26][C:12]1([CH3:21])[CH2:13][C:14]([C:17]([OH:19])=[O:18])=[CH:15][CH:16]=[C:11]1[C:4]1[CH:3]=[CH:8][C:7]([O:9][CH3:10])=[CH:6][CH:5]=1. (4) Given the reactants [NH:1]1[C:11]2[C:6](=[CH:7][CH:8]=[CH:9][CH:10]=2)[C:4](=[O:5])[C:2]1=[O:3].[H-].[Na+].[CH3:14]I.Cl, predict the reaction product. The product is: [CH3:14][N:1]1[C:11]2[C:6](=[CH:7][CH:8]=[CH:9][CH:10]=2)[C:4](=[O:5])[C:2]1=[O:3].